Dataset: Full USPTO retrosynthesis dataset with 1.9M reactions from patents (1976-2016). Task: Predict the reactants needed to synthesize the given product. Given the product [C:2]1([O-:8])[CH:7]=[CH:6][CH:5]=[CH:4][CH:3]=1.[P+3:1].[C:15]1([O-:18])[CH:16]=[CH:17][CH:12]=[CH:13][CH:14]=1.[C:23]1([O-:28])[CH:24]=[CH:25][CH:26]=[CH:27][CH:22]=1, predict the reactants needed to synthesize it. The reactants are: [P:1].[C:2]1([OH:8])[CH:7]=[CH:6][CH:5]=[CH:4][CH:3]=1.[N+]([C:12]1[CH:17]=[CH:16][C:15]([OH:18])=[CH:14][CH:13]=1)([O-])=O.[N+]([C:22]1[CH:27]=[CH:26][CH:25]=[CH:24][C:23]=1[OH:28])([O-])=O.[N+](C1C=C([N+]([O-])=O)C=CC=1O)([O-])=O.